This data is from Catalyst prediction with 721,799 reactions and 888 catalyst types from USPTO. The task is: Predict which catalyst facilitates the given reaction. (1) Reactant: O.Cl.[NH:3]1[CH2:8][CH2:7][C:6](=[O:9])[CH2:5][CH2:4]1.Cl[C:11]1[N:15]([CH3:16])[N:14]=[CH:13][C:12]=1[N+:17]([O-:19])=[O:18].[F-].[K+].O. Product: [CH3:16][N:15]1[C:11]([N:3]2[CH2:8][CH2:7][C:6](=[O:9])[CH2:5][CH2:4]2)=[C:12]([N+:17]([O-:19])=[O:18])[CH:13]=[N:14]1. The catalyst class is: 16. (2) Reactant: C(OC([NH:8][CH2:9][CH2:10][CH2:11][CH2:12][N:13]1[C:23](=[O:24])[C:22]2[N:25]3[C:15](=[CH:16][N:17]=[C:18]3[CH:19]=[CH:20][CH:21]=2)[C:14]1=[O:26])=O)(C)(C)C.[ClH:27]. Product: [ClH:27].[ClH:27].[NH2:8][CH2:9][CH2:10][CH2:11][CH2:12][N:13]1[C:23](=[O:24])[C:22]2[N:25]3[C:15](=[CH:16][N:17]=[C:18]3[CH:19]=[CH:20][CH:21]=2)[C:14]1=[O:26]. The catalyst class is: 5. (3) Reactant: [CH3:1][N:2]1[C:7](=[O:8])[C:6]([NH:9][C:10]2[CH:15]=[CH:14][C:13]([N:16]3[CH2:21][CH2:20][N:19]([CH:22]4[CH2:25][O:24][CH2:23]4)[CH2:18][C@@H:17]3[CH3:26])=[CH:12][N:11]=2)=[CH:5][C:4]([C:27]2[CH:34]=[CH:33][CH:32]=[C:31]([N:35]3[C:47](=[O:48])[C:46]4[S:45][C:44]5[CH2:43][CH2:42][CH2:41][CH2:40][C:39]=5[C:38]=4[CH:37]=[N:36]3)[C:28]=2[CH:29]=[O:30])=[CH:3]1.[BH4-].[Na+]. Product: [OH:30][CH2:29][C:28]1[C:27]([C:4]2[CH:5]=[C:6]([NH:9][C:10]3[CH:15]=[CH:14][C:13]([N:16]4[CH2:21][CH2:20][N:19]([CH:22]5[CH2:25][O:24][CH2:23]5)[CH2:18][C@@H:17]4[CH3:26])=[CH:12][N:11]=3)[C:7](=[O:8])[N:2]([CH3:1])[CH:3]=2)=[CH:34][CH:33]=[CH:32][C:31]=1[N:35]1[C:47](=[O:48])[C:46]2[S:45][C:44]3[CH2:43][CH2:42][CH2:41][CH2:40][C:39]=3[C:38]=2[CH:37]=[N:36]1. The catalyst class is: 5. (4) Reactant: [CH2:1]([N:8]1[C:13]2[CH:14]=[C:15]([CH2:18][C:19]3[CH:24]=[C:23]([C@H:25]4[C@H:30]([O:31][CH2:32][C:33]5[CH:38]=[CH:37][CH:36]=[CH:35][CH:34]=5)[C@@H:29]([O:39][CH2:40][C:41]5[CH:46]=[CH:45][CH:44]=[CH:43][CH:42]=5)[C@H:28]([O:47][CH2:48][C:49]5[CH:54]=[CH:53][CH:52]=[CH:51][CH:50]=5)[C@@H:27]([CH2:55][O:56][CH2:57][C:58]5[CH:63]=[CH:62][CH:61]=[CH:60][CH:59]=5)[O:26]4)[CH:22]=[CH:21][C:20]=3Br)[CH:16]=[CH:17][C:12]=2[O:11][CH2:10][CH2:9]1)[C:2]1[CH:7]=[CH:6][CH:5]=[CH:4][CH:3]=1.[CH:65]1(B(O)O)[CH2:67][CH2:66]1.P([O-])([O-])([O-])=O.[K+].[K+].[K+].O. Product: [CH2:1]([N:8]1[C:13]2[CH:14]=[C:15]([CH2:18][C:19]3[CH:24]=[C:23]([C@H:25]4[C@H:30]([O:31][CH2:32][C:33]5[CH:38]=[CH:37][CH:36]=[CH:35][CH:34]=5)[C@@H:29]([O:39][CH2:40][C:41]5[CH:46]=[CH:45][CH:44]=[CH:43][CH:42]=5)[C@H:28]([O:47][CH2:48][C:49]5[CH:54]=[CH:53][CH:52]=[CH:51][CH:50]=5)[C@@H:27]([CH2:55][O:56][CH2:57][C:58]5[CH:63]=[CH:62][CH:61]=[CH:60][CH:59]=5)[O:26]4)[CH:22]=[CH:21][C:20]=3[CH:65]3[CH2:67][CH2:66]3)[CH:16]=[CH:17][C:12]=2[O:11][CH2:10][CH2:9]1)[C:2]1[CH:7]=[CH:6][CH:5]=[CH:4][CH:3]=1. The catalyst class is: 498. (5) Reactant: [N:1]1([C:6]2[CH:13]=[CH:12][CH:11]=[CH:10][C:7]=2[C:8]#[N:9])[CH:5]=[CH:4][CH:3]=[N:2]1.N. Product: [N:1]1([C:6]2[CH:13]=[CH:12][CH:11]=[CH:10][C:7]=2[CH2:8][NH2:9])[CH:5]=[CH:4][CH:3]=[N:2]1. The catalyst class is: 171. (6) Reactant: [CH2:1]([O:4][CH2:5][CH2:6][CH2:7][CH2:8][CH2:9][CH2:10][OH:11])[CH2:2][CH3:3].C1C=C[NH+]=CC=1.C1C=C[NH+]=CC=1.[O-][Cr](O[Cr]([O-])(=O)=O)(=O)=O.ClCCl.C([O-])(=O)C.[Na+]. Product: [CH2:1]([O:4][CH2:5][CH2:6][CH2:7][CH2:8][CH2:9][CH:10]=[O:11])[CH2:2][CH3:3]. The catalyst class is: 13. (7) Reactant: O[CH:2]([C:12]1[C:21]2[C:16](=[CH:17][CH:18]=[CH:19][CH:20]=2)[CH:15]=[CH:14][CH:13]=1)[CH2:3][NH:4][C:5](=[O:11])[O:6][C:7]([CH3:10])([CH3:9])[CH3:8].C1(P(C2C=CC=CC=2)C2C=CC=CC=2)C=CC=CC=1.[C:41]1(=[O:51])[NH:45][C:44](=[O:46])[C:43]2=[CH:47][CH:48]=[CH:49][CH:50]=[C:42]12.N(C(OCC)=O)=NC(OCC)=O. Product: [O:46]=[C:44]1[C:43]2[C:42](=[CH:50][CH:49]=[CH:48][CH:47]=2)[C:41](=[O:51])[N:45]1[CH:2]([C:12]1[C:21]2[C:16](=[CH:17][CH:18]=[CH:19][CH:20]=2)[CH:15]=[CH:14][CH:13]=1)[CH2:3][NH:4][C:5](=[O:11])[O:6][C:7]([CH3:10])([CH3:9])[CH3:8]. The catalyst class is: 1. (8) Reactant: [F:1][C:2]1[C:3]([C@@H:11]2[CH2:15][CH2:14][C@:13]([C:19]3[CH:24]=[CH:23][CH:22]=[C:21]([F:25])[C:20]=3[CH3:26])([C:16]([OH:18])=[O:17])[CH2:12]2)=[CH:4][CH:5]=[C:6]2[C:10]=1[NH:9][N:8]=[CH:7]2.[O:27]1[CH:32]=[CH:31][CH2:30][CH2:29][CH2:28]1.CC1C=CC(S(O)(=O)=O)=CC=1.O. Product: [F:1][C:2]1[C:3]([C@@H:11]2[CH2:15][CH2:14][C@:13]([C:19]3[CH:24]=[CH:23][CH:22]=[C:21]([F:25])[C:20]=3[CH3:26])([C:16]([OH:18])=[O:17])[CH2:12]2)=[CH:4][CH:5]=[C:6]2[C:10]=1[N:9]([CH:28]1[CH2:29][CH2:30][CH2:31][CH2:32][O:27]1)[N:8]=[CH:7]2. The catalyst class is: 4.